Dataset: Full USPTO retrosynthesis dataset with 1.9M reactions from patents (1976-2016). Task: Predict the reactants needed to synthesize the given product. (1) Given the product [N:29]1([CH:1]([C:4]2[CH:5]=[CH:6][C:7]([NH:10][C:11](=[O:28])[CH:12]([NH:16][C:17](=[O:27])[CH2:18][C:19]3[CH:24]=[C:23]([F:25])[CH:22]=[C:21]([F:26])[CH:20]=3)[CH2:13][CH2:14][CH3:15])=[N:8][CH:9]=2)[CH3:2])[CH2:33][CH2:32][CH2:31][CH2:30]1, predict the reactants needed to synthesize it. The reactants are: [C:1]([C:4]1[CH:5]=[CH:6][C:7]([NH:10][C:11](=[O:28])[CH:12]([NH:16][C:17](=[O:27])[CH2:18][C:19]2[CH:24]=[C:23]([F:25])[CH:22]=[C:21]([F:26])[CH:20]=2)[CH2:13][CH2:14][CH3:15])=[N:8][CH:9]=1)(=O)[CH3:2].[NH:29]1[CH2:33][CH2:32][CH2:31][CH2:30]1.C(O[BH-](OC(=O)C)OC(=O)C)(=O)C.[Na+].C([BH3-])#N.[Na+]. (2) Given the product [I:1][C:2]1[C:15]2[C:6](=[N:7][C:8]3[C:13]([CH:14]=2)=[CH:12][CH:11]=[CH:10][CH:9]=3)[C:5]([C:16]([O:18][CH3:19])=[O:17])=[CH:4][CH:3]=1, predict the reactants needed to synthesize it. The reactants are: [I:1][C:2]1[C:15]2[CH2:14][C:13]3[C:8](=[CH:9][CH:10]=[CH:11][CH:12]=3)[NH:7][C:6]=2[C:5]([C:16]([O:18][CH3:19])=[O:17])=[CH:4][CH:3]=1.C(=O)([O-])[O-].[Na+].[Na+].